The task is: Predict the reaction yield, written as a fraction of the theoretical maximum amount of product (1.0 means a 100% yield; for example, 0.34 means a 34% yield).. This data is from Reaction yield outcomes from USPTO patents with 853,638 reactions. The reactants are [NH2:1][C@@H:2]([CH2:12][C:13]1[CH:18]=[CH:17][C:16]([C:19]([F:22])([F:21])[F:20])=[CH:15][CH:14]=1)[C@@H:3]([C:5]1[CH:10]=[CH:9][C:8]([F:11])=[CH:7][CH:6]=1)[OH:4].[CH3:23][C:24]1[C:33]2[C:28](=[CH:29][CH:30]=[CH:31][CH:32]=2)[C:27]([C:34](O)=[O:35])=[CH:26][CH:25]=1.Cl.C(N=C=NCCCN(C)C)C.ON1C2C=CC=CC=2N=N1. The catalyst is C(#N)C.O. The product is [F:11][C:8]1[CH:9]=[CH:10][C:5]([CH:3]([OH:4])[CH:2]([NH:1][C:34]([C:27]2[C:28]3[C:33](=[CH:32][CH:31]=[CH:30][CH:29]=3)[C:24]([CH3:23])=[CH:25][CH:26]=2)=[O:35])[CH2:12][C:13]2[CH:18]=[CH:17][C:16]([C:19]([F:22])([F:20])[F:21])=[CH:15][CH:14]=2)=[CH:6][CH:7]=1. The yield is 0.700.